From a dataset of Forward reaction prediction with 1.9M reactions from USPTO patents (1976-2016). Predict the product of the given reaction. (1) Given the reactants OC(C(F)(F)F)=O.[N+:8]([C:11]1[CH:12]=[CH:13][C:14]([N:19]2[CH2:24][CH2:23][NH:22][CH2:21][CH2:20]2)=[C:15]([CH:18]=1)[C:16]#[N:17])([O-:10])=[O:9].Br[CH:26]([C:33]1[CH:38]=[CH:37][CH:36]=[CH:35][CH:34]=1)[C:27]1[CH:32]=[CH:31][CH:30]=[CH:29][CH:28]=1.C(=O)([O-])[O-].[K+].[K+].O, predict the reaction product. The product is: [CH:26]([N:22]1[CH2:21][CH2:20][N:19]([C:14]2[CH:13]=[CH:12][C:11]([N+:8]([O-:10])=[O:9])=[CH:18][C:15]=2[C:16]#[N:17])[CH2:24][CH2:23]1)([C:27]1[CH:32]=[CH:31][CH:30]=[CH:29][CH:28]=1)[C:33]1[CH:38]=[CH:37][CH:36]=[CH:35][CH:34]=1. (2) Given the reactants [NH2:1][C:2]1[CH:11]=[CH:10][CH:9]=[C:8]2[C:3]=1[CH:4]=[CH:5][CH:6]=[N:7]2.[C:12]([OH:17])(=[O:16])/[CH:13]=[CH:14]/[CH3:15].O.[OH-].[Na+], predict the reaction product. The product is: [N:7]1[C:8]2[C:3](=[C:2]([NH:1][CH:14]([CH3:15])[CH2:13][C:12]([OH:17])=[O:16])[CH:11]=[CH:10][CH:9]=2)[CH:4]=[CH:5][CH:6]=1. (3) Given the reactants C(Cl)(Cl)(Cl)Cl.[CH3:6][O:7][C:8](=[O:17])[C:9]1[CH:14]=[CH:13][C:12]([Br:15])=[C:11]([CH3:16])[CH:10]=1.C1C(=O)N([Br:25])C(=O)C1, predict the reaction product. The product is: [Br:15][C:12]1[CH:13]=[CH:14][C:9]([C:8]([O:7][CH3:6])=[O:17])=[CH:10][C:11]=1[CH2:16][Br:25]. (4) Given the reactants [O:1]=[C:2]1[NH:11][CH2:10][C:9]2[C:4](=[CH:5][CH:6]=[C:7]([N:12]3[CH2:17][CH2:16][N:15](C(OC(C)(C)C)=O)[CH2:14][CH2:13]3)[CH:8]=2)[NH:3]1.C(O)(C(F)(F)F)=O, predict the reaction product. The product is: [N:12]1([C:7]2[CH:8]=[C:9]3[C:4](=[CH:5][CH:6]=2)[NH:3][C:2](=[O:1])[NH:11][CH2:10]3)[CH2:17][CH2:16][NH:15][CH2:14][CH2:13]1. (5) Given the reactants [O:1]=[C:2]1[NH:3][C:4]2[C:9](/[C:10]/1=[CH:11]\[C:12]1[CH:13]=[C:14]3[C:18](=[CH:19][CH:20]=1)[NH:17][N:16]=[C:15]3[NH:21]C(=O)OC(C)(C)C)=[CH:8][CH:7]=[CH:6][CH:5]=2.C(O)(C(F)(F)F)=O, predict the reaction product. The product is: [NH2:21][C:15]1[C:14]2[C:18](=[CH:19][CH:20]=[C:12]([CH:11]=[C:10]3[C:9]4[C:4](=[CH:5][CH:6]=[CH:7][CH:8]=4)[NH:3][C:2]3=[O:1])[CH:13]=2)[NH:17][N:16]=1. (6) Given the reactants C([O:4][C@H:5]1[CH2:22][CH2:21][C@@:20]2([CH3:23])[C@@H:7]([CH2:8][CH2:9][C@:10]3([CH3:47])[C@@H:19]2[CH2:18][CH2:17][C@H:16]2[C@@:11]3([CH3:46])[CH2:12][CH2:13][C@@:14]3([C:30](=[O:45])[NH:31][C@@H:32]4[CH2:36][CH2:35][C@H:34]([CH2:37][N:38]5[CH2:43][CH2:42][CH2:41][CH:40]([CH3:44])[CH2:39]5)[CH2:33]4)[CH2:26][CH2:25][C@@H:24]([C:27]([CH3:29])=[CH2:28])[C@@H:15]32)[C:6]1([CH3:49])[CH3:48])(=O)C.[OH-].[Na+], predict the reaction product. The product is: [OH:4][C@H:5]1[CH2:22][CH2:21][C@@:20]2([CH3:23])[C@@H:7]([CH2:8][CH2:9][C@:10]3([CH3:47])[C@@H:19]2[CH2:18][CH2:17][C@H:16]2[C@@:11]3([CH3:46])[CH2:12][CH2:13][C@@:14]3([C:30]([NH:31][C@@H:32]4[CH2:36][CH2:35][C@H:34]([CH2:37][N:38]5[CH2:43][CH2:42][CH2:41][CH:40]([CH3:44])[CH2:39]5)[CH2:33]4)=[O:45])[CH2:26][CH2:25][C@@H:24]([C:27]([CH3:29])=[CH2:28])[C@@H:15]32)[C:6]1([CH3:48])[CH3:49]. (7) Given the reactants N[C:2]1[CH:11]=[CH:10][CH:9]=[C:8]2[C:3]=1[CH:4]=[CH:5][CH:6]=[N:7]2.N([O-])=O.[Na+].C(OCC)(=O)C.C(OCC)C.[H+].[B-](F)(F)(F)[F:29], predict the reaction product. The product is: [F:29][C:2]1[CH:11]=[CH:10][CH:9]=[C:8]2[C:3]=1[CH:4]=[CH:5][CH:6]=[N:7]2.